Dataset: Catalyst prediction with 721,799 reactions and 888 catalyst types from USPTO. Task: Predict which catalyst facilitates the given reaction. (1) Reactant: [C:1]1([N:7]2[C@H:9]([C:10]3[CH:15]=[CH:14][CH:13]=[CH:12][CH:11]=3)[C@@H:8]2[C:16]2[CH:21]=[CH:20][CH:19]=[CH:18][CH:17]=2)[CH:6]=[CH:5][CH:4]=[CH:3][CH:2]=1.N#N. Product: [C:16]1([CH:8]([NH:7][C:1]2[CH:6]=[CH:5][CH:4]=[CH:3][CH:2]=2)[CH2:9][C:10]2[CH:11]=[CH:12][CH:13]=[CH:14][CH:15]=2)[CH:17]=[CH:18][CH:19]=[CH:20][CH:21]=1. The catalyst class is: 11. (2) The catalyst class is: 3. Product: [Cl:19][C:16]1[CH:17]=[CH:18][C:13]([C:11]2[N:12]=[C:8]([CH:2]([O:36][C:35]3[C:27]([F:26])=[C:28]([C:32]([F:37])=[CH:33][CH:34]=3)[C:29]([NH2:31])=[O:30])[C:3]([N:5]([CH3:7])[CH3:6])=[O:4])[S:9][CH:10]=2)=[CH:14][CH:15]=1. Reactant: Br[CH:2]([C:8]1[S:9][CH:10]=[C:11]([C:13]2[CH:18]=[CH:17][C:16]([Cl:19])=[CH:15][CH:14]=2)[N:12]=1)[C:3]([N:5]([CH3:7])[CH3:6])=[O:4].C([O-])([O-])=O.[K+].[K+].[F:26][C:27]1[C:35]([OH:36])=[CH:34][CH:33]=[C:32]([F:37])[C:28]=1[C:29]([NH2:31])=[O:30]. (3) Reactant: [Cl:1][C:2]1[CH:27]=[CH:26][C:5]([CH2:6][CH:7]2[C:16]3[C:11](=[CH:12][CH:13]=[C:14]([OH:17])[CH:15]=3)[CH2:10][CH2:9][CH:8]2[NH:18][C:19](=[O:25])[O:20]C(C)(C)C)=[CH:4][CH:3]=1.Cl[C:29]1[CH:30]=[C:31]([CH:52]=[CH:53][C:54]=1Cl)[CH2:32]C1[C:52]2[C:31](=[CH:30][CH:29]=[C:54](O)[CH:53]=2)[CH2:32]CC1NC(=O)OC(C)(C)C.C(N(CC)CC)C.C(Cl)(=O)OCC1C=CC=CC=1. Product: [Cl:1][C:2]1[CH:27]=[CH:26][C:5]([CH2:6][CH:7]2[C:16]3[C:11](=[CH:12][CH:13]=[C:14]([OH:17])[CH:15]=3)[CH2:10][CH2:9][CH:8]2[NH:18][C:19](=[O:25])[O:20][CH2:32][C:31]2[CH:52]=[CH:53][CH:54]=[CH:29][CH:30]=2)=[CH:4][CH:3]=1. The catalyst class is: 9. (4) Product: [C:1]([O:5][C:6]([N:8]1[C@H:13]([C:14](=[O:16])[NH:40][C:38]2[CH:37]=[CH:36][CH:35]=[C:34]([O:33][CH:32]([F:41])[F:31])[N:39]=2)[CH2:12][C@@H:11]2[C@H:9]1[CH2:10]2)=[O:7])([CH3:2])([CH3:3])[CH3:4]. Reactant: [C:1]([O:5][C:6]([N:8]1[C@H:13]([C:14]([OH:16])=O)[CH2:12][C@@H:11]2[C@H:9]1[CH2:10]2)=[O:7])([CH3:4])([CH3:3])[CH3:2].C(N(CC)CC)C.C(OC(Cl)=O)C.Cl.[F:31][CH:32]([F:41])[O:33][C:34]1[N:39]=[C:38]([NH2:40])[CH:37]=[CH:36][CH:35]=1. The catalyst class is: 118.